From a dataset of Full USPTO retrosynthesis dataset with 1.9M reactions from patents (1976-2016). Predict the reactants needed to synthesize the given product. (1) Given the product [CH2:10]([Si:5]([CH2:1][CH2:2][CH2:3][CH3:4])([CH2:6][CH2:7][CH2:8][CH3:9])[O:27][CH3:26])[CH2:11][CH2:12][CH3:13], predict the reactants needed to synthesize it. The reactants are: [CH2:1]([SiH:5]([CH2:10][CH2:11][CH2:12][CH3:13])[CH2:6][CH2:7][CH2:8][CH3:9])[CH2:2][CH2:3][CH3:4].Cl[SiH](Cl)Cl.C([Mg]Cl)CCC.[H][H].[CH3:26][OH:27]. (2) Given the product [Cl:1][C:2]1[CH:12]=[C:11]([B:14]2[O:18][C:17]([CH3:20])([CH3:19])[C:16]([CH3:22])([CH3:21])[O:15]2)[CH:10]=[C:9]([Cl:13])[C:3]=1[CH2:4][O:5][C:6](=[O:8])[CH3:7], predict the reactants needed to synthesize it. The reactants are: [Cl:1][C:2]1[CH:12]=[CH:11][CH:10]=[C:9]([Cl:13])[C:3]=1[CH2:4][O:5][C:6](=[O:8])[CH3:7].[B:14]1([B:14]2[O:18][C:17]([CH3:20])([CH3:19])[C:16]([CH3:22])([CH3:21])[O:15]2)[O:18][C:17]([CH3:20])([CH3:19])[C:16]([CH3:22])([CH3:21])[O:15]1.CCOC(C)=O. (3) Given the product [CH2:26]([O:25][C:23]([N:11]1[CH2:10][CH:9]2[CH2:14][CH:13]([N:8]2[C:6]([O:5][C:1]([CH3:4])([CH3:2])[CH3:3])=[O:7])[CH2:12]1)=[O:24])[CH2:27][CH3:28], predict the reactants needed to synthesize it. The reactants are: [C:1]([O:5][C:6]([N:8]1[CH:13]2[CH2:14][CH:9]1[CH2:10][NH:11][CH2:12]2)=[O:7])([CH3:4])([CH3:3])[CH3:2].C(N(CC)CC)C.Cl[C:23]([O:25][CH2:26][CH2:27][CH3:28])=[O:24]. (4) Given the product [F:1][C:2]1[CH:3]=[CH:4][C:5]([CH:8]([N:32]2[CH2:33][CH2:34][N:35]([CH:38]([CH3:40])[CH3:39])[CH2:36][CH2:37]2)[CH2:9][N:10]2[CH2:15][CH2:14][N:13]([CH2:16][CH2:17][CH2:18][C:19]3[CH:24]=[CH:23][CH:22]=[CH:21][C:20]=3[C:25]3[CH:26]=[CH:27][CH:28]=[CH:29][CH:30]=3)[CH2:12][CH2:11]2)=[CH:6][CH:7]=1, predict the reactants needed to synthesize it. The reactants are: [F:1][C:2]1[CH:7]=[CH:6][C:5]([CH:8]([N:32]2[CH2:37][CH2:36][N:35]([CH:38]([CH3:40])[CH3:39])[CH2:34][CH2:33]2)[CH2:9][N:10]2[CH2:15][CH2:14][N:13]([C:16](=O)[CH2:17][CH2:18][C:19]3[CH:24]=[CH:23][CH:22]=[CH:21][C:20]=3[C:25]3[CH:30]=[CH:29][CH:28]=[CH:27][CH:26]=3)[CH2:12][CH2:11]2)=[CH:4][CH:3]=1.[H-].[Al+3].[Li+].[H-].[H-].[H-].N. (5) Given the product [NH2:28][C:10]1[C:11]2[C:12]3[C:13](=[N:14][N:15]([CH2:17][C:18]4[C:23]([CH3:24])=[C:22]([O:25][CH3:26])[C:21]([CH3:27])=[CH:20][N:19]=4)[N:16]=2)[C:4]([F:44])([F:3])[CH:5]([OH:43])[C:6]=3[CH2:7][S:8][N:9]=1, predict the reactants needed to synthesize it. The reactants are: [BH4-].[Na+].[F:3][C:4]1([F:44])[C:13]2=[N:14][N:15]([CH2:17][C:18]3[C:23]([CH3:24])=[C:22]([O:25][CH3:26])[C:21]([CH3:27])=[CH:20][N:19]=3)[N:16]=[C:11]3[C:12]2=[C:6]([CH2:7][S:8][N:9]=[C:10]3[N:28](C(OC(C)(C)C)=O)C(OC(C)(C)C)=O)[C:5]1=[O:43].CO. (6) The reactants are: [NH2:1][C:2]1[C:7]([C:8]([C:10]2[CH:15]=[CH:14][CH:13]=[CH:12][C:11]=2[F:16])=[O:9])=[CH:6][CH:5]=[C:4]([NH:17][CH:18]2[CH2:23][CH2:22][NH:21][CH2:20][CH2:19]2)[N:3]=1.C(N(CC)CC)C.[CH2:31]([S:33](Cl)(=[O:35])=[O:34])[CH3:32]. Given the product [NH2:1][C:2]1[C:7]([C:8]([C:10]2[CH:15]=[CH:14][CH:13]=[CH:12][C:11]=2[F:16])=[O:9])=[CH:6][CH:5]=[C:4]([NH:17][CH:18]2[CH2:19][CH2:20][N:21]([S:33]([CH2:31][CH3:32])(=[O:35])=[O:34])[CH2:22][CH2:23]2)[N:3]=1, predict the reactants needed to synthesize it. (7) Given the product [Cl:1][C:2]1[C:3]2[C:10]([NH:11][C@H:12]([C@@H:16]([OH:18])[CH3:17])[C:13]([NH:30][NH:29][C:27](=[O:28])[C:26]3[CH:25]=[CH:24][C:23]([C:21]#[N:22])=[CH:32][CH:31]=3)=[O:15])=[CH:9][CH:8]=[C:7]([C:19]#[N:20])[C:4]=2[S:5][CH:6]=1, predict the reactants needed to synthesize it. The reactants are: [Cl:1][C:2]1[C:3]2[C:10]([NH:11][C@H:12]([C@@H:16]([OH:18])[CH3:17])[C:13]([OH:15])=O)=[CH:9][CH:8]=[C:7]([C:19]#[N:20])[C:4]=2[S:5][CH:6]=1.[C:21]([C:23]1[CH:32]=[CH:31][C:26]([C:27]([NH:29][NH2:30])=[O:28])=[CH:25][CH:24]=1)#[N:22].C1C=CC2N(O)N=NC=2C=1.C(Cl)CCl.CCN(CC)CC.